From a dataset of Aqueous solubility values for 9,982 compounds from the AqSolDB database. Regression/Classification. Given a drug SMILES string, predict its absorption, distribution, metabolism, or excretion properties. Task type varies by dataset: regression for continuous measurements (e.g., permeability, clearance, half-life) or binary classification for categorical outcomes (e.g., BBB penetration, CYP inhibition). For this dataset (solubility_aqsoldb), we predict Y. The molecule is Oc1cc(Cl)c(Cl)c(Cl)c1Cl. The Y is -3.15 log mol/L.